From a dataset of Catalyst prediction with 721,799 reactions and 888 catalyst types from USPTO. Predict which catalyst facilitates the given reaction. (1) Reactant: [C:1]([C:5]1[N:9]([CH2:10][CH2:11][C:12]2[CH:17]=[CH:16][CH:15]=[CH:14][CH:13]=2)[C:8]([CH3:18])=[C:7]([C:19]([O:21][CH2:22][CH3:23])=[O:20])[C:6]=1[CH:24]=O)([CH3:4])([CH3:3])[CH3:2].C([SiH](CC)CC)C. Product: [C:1]([C:5]1[N:9]([CH2:10][CH2:11][C:12]2[CH:17]=[CH:16][CH:15]=[CH:14][CH:13]=2)[C:8]([CH3:18])=[C:7]([C:19]([O:21][CH2:22][CH3:23])=[O:20])[C:6]=1[CH3:24])([CH3:4])([CH3:3])[CH3:2]. The catalyst class is: 55. (2) Reactant: [CH3:1][O:2][C:3]1[CH:12]=[CH:11][C:6]2[C:7](=[O:10])[CH2:8][O:9][C:5]=2[C:4]=1[C:13]#[C:14][CH2:15][N:16]1[CH2:21][CH2:20][N:19]([C:22]([O:24][C:25]([CH3:28])([CH3:27])[CH3:26])=[O:23])[CH2:18][CH2:17]1.[NH:29]1[C:37]2[C:32](=[CH:33][CH:34]=[CH:35][CH:36]=2)[C:31]([CH:38]=O)=[N:30]1.N1CCCCC1. Product: [NH:29]1[C:37]2[C:32](=[CH:33][CH:34]=[CH:35][CH:36]=2)[C:31](/[CH:38]=[C:8]2\[O:9][C:5]3[C:4]([C:13]#[C:14][CH2:15][N:16]4[CH2:17][CH2:18][N:19]([C:22]([O:24][C:25]([CH3:28])([CH3:27])[CH3:26])=[O:23])[CH2:20][CH2:21]4)=[C:3]([O:2][CH3:1])[CH:12]=[CH:11][C:6]=3[C:7]\2=[O:10])=[N:30]1. The catalyst class is: 5.